This data is from Forward reaction prediction with 1.9M reactions from USPTO patents (1976-2016). The task is: Predict the product of the given reaction. (1) Given the reactants [NH2:1][C:2]1[CH:3]=[CH:4][C:5]([O:18][CH3:19])=[C:6]([NH:8][C:9]([NH:11][C:12]2[CH:17]=[N:16][CH:15]=[CH:14][N:13]=2)=[O:10])[CH:7]=1.[C:20]1(=[O:26])[O:25][C:23](=[O:24])[CH2:22][CH2:21]1, predict the reaction product. The product is: [CH3:19][O:18][C:5]1[CH:4]=[CH:3][C:2]([NH:1][C:20](=[O:26])[CH2:21][CH2:22][C:23]([OH:25])=[O:24])=[CH:7][C:6]=1[NH:8][C:9]([NH:11][C:12]1[CH:17]=[N:16][CH:15]=[CH:14][N:13]=1)=[O:10]. (2) Given the reactants [CH3:1][C:2]1[N:3]=[C:4]([C:16]2[CH:21]=[CH:20][C:19]([C:22]([F:25])([F:24])[F:23])=[CH:18][CH:17]=2)[S:5][C:6]=1B1OC(C)(C)C(C)(C)O1.C(=O)([O-])[O-].[Cs+].[Cs+].I[C:33]1[CH:38]=[CH:37][CH:36]=[CH:35][C:34]=1[CH3:39].COCCOC, predict the reaction product. The product is: [CH3:1][C:2]1[N:3]=[C:4]([C:16]2[CH:17]=[CH:18][C:19]([C:22]([F:23])([F:24])[F:25])=[CH:20][CH:21]=2)[S:5][C:6]=1[C:33]1[CH:38]=[CH:37][CH:36]=[CH:35][C:34]=1[CH3:39]. (3) Given the reactants [Cl:1][C:2]1[CH:3]=[C:4]([NH:8][CH2:9][C:10]2[C:19]3[C:14](=[C:15]([F:21])[C:16]([F:20])=[CH:17][CH:18]=3)[NH:13][C:12](=[O:22])[CH:11]=2)[CH:5]=[CH:6][CH:7]=1.[CH3:23][C:24]1[N:25]=[N:26][S:27][C:28]=1[C:29](O)=[O:30], predict the reaction product. The product is: [Cl:1][C:2]1[CH:3]=[C:4]([N:8]([CH2:9][C:10]2[C:19]3[C:14](=[C:15]([F:21])[C:16]([F:20])=[CH:17][CH:18]=3)[NH:13][C:12](=[O:22])[CH:11]=2)[C:29]([C:28]2[S:27][N:26]=[N:25][C:24]=2[CH3:23])=[O:30])[CH:5]=[CH:6][CH:7]=1.